Dataset: Forward reaction prediction with 1.9M reactions from USPTO patents (1976-2016). Task: Predict the product of the given reaction. (1) Given the reactants [CH3:1][O:2][C:3]1[CH:18]=[C:17]2[C:6]([CH2:7][C:8]3[C:16]4[CH:15]=[CH:14][CH:13]=[CH:12][C:11]=4[NH:10][C:9]=32)=[CH:5][CH:4]=1.[OH-].[Na+].I[CH3:22], predict the reaction product. The product is: [CH3:1][O:2][C:3]1[CH:18]=[C:17]2[C:6]([CH2:7][C:8]3[C:16]4[CH:15]=[CH:14][CH:13]=[CH:12][C:11]=4[N:10]([CH3:22])[C:9]=32)=[CH:5][CH:4]=1. (2) Given the reactants [O:1]=[C:2]1[NH:6][C:5](=[O:7])[C:4](=[CH:8][C:9]2[CH:14]=[CH:13][C:12]([C:15]3[CH:20]=[CH:19][CH:18]=[C:17]([CH2:21][N:22]([CH2:31][CH3:32])[C:23](=[O:30])[C:24]4[CH:29]=[CH:28][CH:27]=[CH:26][CH:25]=4)[CH:16]=3)=[CH:11][CH:10]=2)[S:3]1.O=C1NC(=O)C(CC2C=CC(C3C=CC=C(CC4C=CC=CC=4C(NCC)=O)C=3)=CC=2)S1, predict the reaction product. The product is: [O:1]=[C:2]1[NH:6][C:5](=[O:7])[CH:4]([CH2:8][C:9]2[CH:10]=[CH:11][C:12]([C:15]3[CH:20]=[CH:19][CH:18]=[C:17]([CH2:21][N:22]([CH2:31][CH3:32])[C:23](=[O:30])[C:24]4[CH:25]=[CH:26][CH:27]=[CH:28][CH:29]=4)[CH:16]=3)=[CH:13][CH:14]=2)[S:3]1. (3) Given the reactants O[CH2:2][C:3]([C:5]1[CH:10]=[CH:9][CH:8]=[CH:7][CH:6]=1)=O.[CH3:11][C:12]1([CH3:20])[CH2:17][CH2:16][C:15](=[O:18])[CH2:14][C:13]1=[O:19], predict the reaction product. The product is: [CH3:11][C:12]1([CH3:20])[C:13]2[O:19][CH:2]=[C:3]([C:5]3[CH:10]=[CH:9][CH:8]=[CH:7][CH:6]=3)[C:14]=2[C:15](=[O:18])[CH2:16][CH2:17]1. (4) Given the reactants Cl[C:2]1[S:3][C:4]2[CH:10]=[CH:9][CH:8]=[C:7]([F:11])[C:5]=2[N:6]=1.[C:12]([O:16][C:17]([N:19]1[CH2:24][CH2:23][C:22](S(C(F)(F)F)(=O)=O)=[CH:21][CH:20]1[CH3:32])=[O:18])([CH3:15])([CH3:14])[CH3:13].C[Sn](C)C.C[Sn](C)C.[Cl-].[Li+], predict the reaction product. The product is: [F:11][C:7]1[C:5]2[N:6]=[C:2]([C:22]3[CH2:23][CH2:24][N:19]([C:17]([O:16][C:12]([CH3:15])([CH3:14])[CH3:13])=[O:18])[CH:20]([CH3:32])[CH:21]=3)[S:3][C:4]=2[CH:10]=[CH:9][CH:8]=1. (5) Given the reactants [NH2:1][C:2]1[CH:7]=[C:6]([Cl:8])[CH:5]=[CH:4][C:3]=1[SH:9].Br[CH2:11][C:12]1[CH:17]=[CH:16][CH:15]=[CH:14][CH:13]=1.C([O-])([O-])=O.[K+].[K+], predict the reaction product. The product is: [CH2:11]([S:9][C:3]1[CH:4]=[CH:5][C:6]([Cl:8])=[CH:7][C:2]=1[NH2:1])[C:12]1[CH:17]=[CH:16][CH:15]=[CH:14][CH:13]=1. (6) Given the reactants [CH2:1](Br)[C:2]1[CH:7]=[CH:6][CH:5]=[CH:4][CH:3]=1.[OH:9][C:10]1[C:19]([C:20]([O:22][CH3:23])=[O:21])=[CH:18][CH:17]=[CH:16][C:11]=1[C:12]([O:14][CH3:15])=[O:13].C([O-])([O-])=O.[K+].[K+], predict the reaction product. The product is: [CH2:1]([O:9][C:10]1[C:19]([C:20]([O:22][CH3:23])=[O:21])=[CH:18][CH:17]=[CH:16][C:11]=1[C:12]([O:14][CH3:15])=[O:13])[C:2]1[CH:7]=[CH:6][CH:5]=[CH:4][CH:3]=1.